From a dataset of Reaction yield outcomes from USPTO patents with 853,638 reactions. Predict the reaction yield, written as a fraction of the theoretical maximum amount of product (1.0 means a 100% yield; for example, 0.34 means a 34% yield). The reactants are [CH3:1]C(C)([O-])C.[K+].[NH:7]1[C:15]2[C:10](=[CH:11][CH:12]=[CH:13][CH:14]=2)[CH:9]=[CH:8]1.C(OC)(=O)C(OC)=O. The catalyst is CN(C=O)C. The product is [CH3:1][N:7]1[C:15]2[C:10](=[CH:11][CH:12]=[CH:13][CH:14]=2)[CH:9]=[CH:8]1. The yield is 0.440.